Dataset: Retrosynthesis with 50K atom-mapped reactions and 10 reaction types from USPTO. Task: Predict the reactants needed to synthesize the given product. (1) Given the product CC(=O)c1cc(Cl)nc(Cl)c1, predict the reactants needed to synthesize it. The reactants are: CON(C)C(=O)c1cc(Cl)nc(Cl)c1. (2) The reactants are: CCO.O=C(O)c1ccccc1Oc1cccc(F)c1. Given the product CCOC(=O)c1ccccc1Oc1cccc(F)c1, predict the reactants needed to synthesize it. (3) Given the product CCOC(=O)C=C(C)C=CC=C(C)C=Cc1c(C)c(C)c(OC)c(C)c1Cl, predict the reactants needed to synthesize it. The reactants are: CCOC(=O)C=C(C)C=CC=C(C)C=O.COc1c(C)c(C)c(C[P+](c2ccccc2)(c2ccccc2)c2ccccc2)c(Cl)c1C. (4) Given the product Cc1nc2cccc(Cl)c2nc1-c1cc(F)ccc1Cl, predict the reactants needed to synthesize it. The reactants are: Cc1nc2cccc(Cl)c2nc1Cl.OB(O)c1cc(F)ccc1Cl. (5) Given the product Brc1ccc(N(c2ccc(-c3ccccc3)cc2)c2ccc(-c3ccccc3)cc2)cc1, predict the reactants needed to synthesize it. The reactants are: Brc1ccc(I)cc1.c1ccc(-c2ccc(Nc3ccc(-c4ccccc4)cc3)cc2)cc1. (6) Given the product CS(=O)(=O)c1ccc2c(c1)CCCN(c1cc(NCCN)c3ccccc3n1)C2, predict the reactants needed to synthesize it. The reactants are: CS(=O)(=O)c1ccc2c(c1)CCCN(c1cc(Cl)c3ccccc3n1)C2.NCCN.